From a dataset of Forward reaction prediction with 1.9M reactions from USPTO patents (1976-2016). Predict the product of the given reaction. (1) The product is: [OH:12][CH2:11][CH2:10][CH2:9][P:7](=[O:8])([CH2:13][CH2:14][CH2:15][OH:16])[CH2:6][CH2:5][CH2:4][S:3]([CH3:1])=[S:22]. Given the reactants [C:1](=O)([S:3][CH2:4][CH2:5][CH2:6][P:7]([CH2:13][CH2:14][CH2:15][OH:16])([CH2:9][CH2:10][CH2:11][OH:12])=[O:8])C.[OH-].[Na+].Cl.C[S:22]S(C)(=O)=O, predict the reaction product. (2) Given the reactants Br[C:2]1[CH:7]=[CH:6][C:5]([C:8]2[N:13]([CH2:14][C:15]3[CH:20]=[CH:19][C:18]([CH3:21])=[CH:17][C:16]=3[CH3:22])[C:12](=[O:23])[C:11]([C:24]#[N:25])=[C:10]([C:26]([F:29])([F:28])[F:27])[CH:9]=2)=[CH:4][CH:3]=1.[CH2:30]([O:32][C:33]([C:35]1[NH:36][C:37]2[C:42]([CH:43]=1)=[CH:41][C:40]([OH:44])=[CH:39][CH:38]=2)=[O:34])[CH3:31].P([O-])([O-])([O-])=O.[K+].[K+].[K+].C(P(C(C)(C)C)C1C=CC=CC=1C1C=CC=CC=1)(C)(C)C, predict the reaction product. The product is: [C:24]([C:11]1[C:12](=[O:23])[N:13]([CH2:14][C:15]2[CH:20]=[CH:19][C:18]([CH3:21])=[CH:17][C:16]=2[CH3:22])[C:8]([C:5]2[CH:6]=[CH:7][C:2]([O:44][C:40]3[CH:41]=[C:42]4[C:37](=[CH:38][CH:39]=3)[NH:36][C:35]([C:33]([O:32][CH2:30][CH3:31])=[O:34])=[CH:43]4)=[CH:3][CH:4]=2)=[CH:9][C:10]=1[C:26]([F:27])([F:28])[F:29])#[N:25].